This data is from Full USPTO retrosynthesis dataset with 1.9M reactions from patents (1976-2016). The task is: Predict the reactants needed to synthesize the given product. (1) The reactants are: [F:1][C:2]1[CH:3]=[C:4]([NH:18][C:19](=[O:26])[CH2:20][C:21]([O:23]CC)=[O:22])[CH:5]=[CH:6][C:7]=1[O:8][C:9]1[C:14]2=[CH:15][CH:16]=[CH:17][N:13]2[N:12]=[CH:11][N:10]=1.[OH-].[Na+]. Given the product [F:1][C:2]1[CH:3]=[C:4]([NH:18][C:19](=[O:26])[CH2:20][C:21]([OH:23])=[O:22])[CH:5]=[CH:6][C:7]=1[O:8][C:9]1[C:14]2=[CH:15][CH:16]=[CH:17][N:13]2[N:12]=[CH:11][N:10]=1, predict the reactants needed to synthesize it. (2) Given the product [CH:4]([NH:3][C:35]([C:34]1[CH:38]=[CH:39][C:31]([CH2:30][O:29][C:26]2[CH:27]=[N:28][C:23]([N:20]3[CH2:21][CH2:22][N:17]([C:15]([O:14][C:10]([CH3:12])([CH3:13])[CH3:11])=[O:16])[CH2:18][CH2:19]3)=[N:24][CH:25]=2)=[CH:32][C:33]=1[CH3:40])=[O:37])([CH3:6])[CH3:5], predict the reactants needed to synthesize it. The reactants are: C([N:3](C(C)C)[CH:4]([CH3:6])[CH3:5])C.[C:10]([O:14][C:15]([N:17]1[CH2:22][CH2:21][N:20]([C:23]2[N:28]=[CH:27][C:26]([O:29][CH2:30][C:31]3[CH:39]=[CH:38][C:34]([C:35]([OH:37])=O)=[C:33]([CH3:40])[CH:32]=3)=[CH:25][N:24]=2)[CH2:19][CH2:18]1)=[O:16])([CH3:13])([CH3:12])[CH3:11].CC(N)C.F[P-](F)(F)(F)(F)F.N1(OC(N(C)C)=[N+](C)C)C2N=CC=CC=2N=N1. (3) Given the product [CH3:36][C:30]1[C:29]([C:7]2[CH:12]=[CH:11][C:10]([C:13](=[O:16])[CH2:14][CH3:15])=[CH:9][C:8]=2[CH2:17][CH2:18][CH3:19])=[CH:28][C:27]([CH:23]=[O:22])=[CH:32][CH:31]=1, predict the reactants needed to synthesize it. The reactants are: FC(F)(F)S(O[C:7]1[CH:12]=[CH:11][C:10]([C:13](=[O:16])[CH2:14][CH3:15])=[CH:9][C:8]=1[CH2:17][CH2:18][CH3:19])(=O)=O.[O:22]1CCO[CH:23]1[C:27]1[CH:28]=[CH:29][C:30]([CH3:36])=[C:31](B(O)O)[CH:32]=1. (4) Given the product [OH:37][CH:25]([C@@H:24]([NH:23][C:19](=[O:20])[O:18][CH2:17][C:13]1([CH2:12][C:9]2[S:10][CH:11]=[C:7]([C:1]3[CH:2]=[CH:3][CH:4]=[CH:5][CH:6]=3)[N:8]=2)[CH2:16][CH2:15][CH2:14]1)[CH2:38][CH2:39][CH2:40][CH3:41])[C:26](=[O:27])[NH:28][C@@H:29]([C:31]1[CH:36]=[CH:35][CH:34]=[CH:33][CH:32]=1)[CH3:30], predict the reactants needed to synthesize it. The reactants are: [C:1]1([C:7]2[N:8]=[C:9]([CH2:12][C:13]3([CH2:17][OH:18])[CH2:16][CH2:15][CH2:14]3)[S:10][CH:11]=2)[CH:6]=[CH:5][CH:4]=[CH:3][CH:2]=1.[C:19](Cl)(Cl)=[O:20].[NH2:23][C@@H:24]([CH2:38][CH2:39][CH2:40][CH3:41])[CH:25]([OH:37])[C:26]([NH:28][C@@H:29]([C:31]1[CH:36]=[CH:35][CH:34]=[CH:33][CH:32]=1)[CH3:30])=[O:27].C(N(CC)C(C)C)(C)C.[Cl-].[Na+].